The task is: Predict the reactants needed to synthesize the given product.. This data is from Full USPTO retrosynthesis dataset with 1.9M reactions from patents (1976-2016). (1) Given the product [F:1][C:2]1[CH:7]=[CH:6][CH:5]=[CH:4][C:3]=1[C:8]1[CH:13]=[CH:12][N:11]=[CH:10][C:9]=1[N:14]([CH2:31][C:32]([F:34])([F:33])[F:35])[C:15](=[O:30])[C:16]1[CH:17]=[C:18]([C:26]([F:28])([F:27])[F:29])[CH:22]=[C:20]([S:37]([CH3:36])(=[O:39])=[O:38])[CH:21]=1, predict the reactants needed to synthesize it. The reactants are: [F:1][C:2]1[CH:7]=[CH:6][CH:5]=[CH:4][C:3]=1[C:8]1[CH:13]=[CH:12][N:11]=[CH:10][C:9]=1[N:14]([CH2:31][C:32]([F:35])([F:34])[F:33])[C:15](=[O:30])[C:16]1[CH:21]=[C:20]([C:22](F)(F)F)N=[C:18]([C:26]([F:29])([F:28])[F:27])[CH:17]=1.[CH3:36][S:37](C1C=C(C=C(C(F)(F)F)C=1)C(N(C)C1C=NC=CC=1C1C=CC=CC=1C)=O)(=[O:39])=[O:38].F[B-](F)(F)F.BrC1C=CC=C[N+]=1CC.C(N(CC)C(C)C)(C)C. (2) Given the product [Cl:1][C:2]1[CH:7]=[CH:6][C:5]([C:8]2[CH:13]=[N:12][N:11]3[C:14](=[O:17])[N:15]([CH2:26][C@H:27]([OH:25])[CH2:28][CH2:29][CH2:30][CH3:31])[N:16]=[C:10]3[C:9]=2[C:18]2[CH:23]=[CH:22][C:21]([Cl:24])=[CH:20][CH:19]=2)=[CH:4][CH:3]=1, predict the reactants needed to synthesize it. The reactants are: [Cl:1][C:2]1[CH:7]=[CH:6][C:5]([C:8]2[CH:13]=[N:12][N:11]3[C:14](=[O:17])[NH:15][N:16]=[C:10]3[C:9]=2[C:18]2[CH:23]=[CH:22][C:21]([Cl:24])=[CH:20][CH:19]=2)=[CH:4][CH:3]=1.[O:25]1[C@H:27]([CH2:28][CH2:29][CH2:30][CH3:31])[CH2:26]1.C([O-])([O-])=O.[K+].[K+]. (3) Given the product [NH2:1][C:2]1[C:3]([C:10]([OH:12])=[O:11])=[N:4][O:5][C:6]=1[CH:7]([CH3:9])[CH3:8], predict the reactants needed to synthesize it. The reactants are: [NH2:1][C:2]1[C:3]([C:10]([O:12]CC)=[O:11])=[N:4][O:5][C:6]=1[CH:7]([CH3:9])[CH3:8].[OH-].[Na+].Cl. (4) Given the product [F:1][C:2]1[CH:7]=[C:6]([C:33]2[C:42]3[C:37](=[CH:38][CH:39]=[CH:40][CH:41]=3)[CH:36]=[CH:35][C:34]=2[O:43][CH3:44])[CH:5]=[CH:4][C:3]=1[C@H:17]([NH:19][C:20]([C:22]1([NH:25][C:26](=[O:31])[C:27]([F:30])([F:28])[F:29])[CH2:23][CH2:24]1)=[O:21])[CH3:18], predict the reactants needed to synthesize it. The reactants are: [F:1][C:2]1[CH:7]=[C:6](B2OC(C)(C)C(C)(C)O2)[CH:5]=[CH:4][C:3]=1[C@H:17]([NH:19][C:20]([C:22]1([NH:25][C:26](=[O:31])[C:27]([F:30])([F:29])[F:28])[CH2:24][CH2:23]1)=[O:21])[CH3:18].Br[C:33]1[C:42]2[C:37](=[CH:38][CH:39]=[CH:40][CH:41]=2)[CH:36]=[CH:35][C:34]=1[O:43][CH3:44].C(=O)([O-])[O-].[Cs+].[Cs+].